The task is: Predict which catalyst facilitates the given reaction.. This data is from Catalyst prediction with 721,799 reactions and 888 catalyst types from USPTO. (1) Product: [CH3:24][N:25]1[CH2:30][CH2:29][N:28]([C:21]([C:20]2[C:13]3[C:12]([NH:11][C:9]4[CH:8]=[CH:7][C:5]5[NH:6][C:2](=[O:1])[S:3][C:4]=5[CH:10]=4)=[N:17][CH:16]=[N:15][C:14]=3[NH:18][CH:19]=2)=[O:23])[CH2:27][CH2:26]1. Reactant: [O:1]=[C:2]1[NH:6][C:5]2[CH:7]=[CH:8][C:9]([NH:11][C:12]3[C:13]4[C:20]([C:21]([OH:23])=O)=[CH:19][NH:18][C:14]=4[N:15]=[CH:16][N:17]=3)=[CH:10][C:4]=2[S:3]1.[CH3:24][N:25]1[CH2:30][CH2:29][NH:28][CH2:27][CH2:26]1.C(P1(=O)OP(=O)(CCC)OP(=O)(CCC)O1)CC.C(N(C(C)C)C(C)C)C.[OH-].[Na+]. The catalyst class is: 145. (2) Reactant: C(N(C(C)C)C(C)C)C.[Cl:10][CH2:11][C:12]([NH:14][C:15]1[CH:23]=[CH:22][CH:21]=[CH:20][C:16]=1[C:17]([OH:19])=O)=O.P(Cl)(Cl)Cl.[CH:28]([O:31][C:32]1[CH:38]=[CH:37][CH:36]=[CH:35][C:33]=1[NH2:34])([CH3:30])[CH3:29]. Product: [Cl:10][CH2:11][C:12]1[N:34]([C:33]2[CH:35]=[CH:36][CH:37]=[CH:38][C:32]=2[O:31][CH:28]([CH3:30])[CH3:29])[C:17](=[O:19])[C:16]2[C:15](=[CH:23][CH:22]=[CH:21][CH:20]=2)[N:14]=1. The catalyst class is: 12. (3) Reactant: [CH2:1]([O:8][C:9]([NH:11][CH:12]([C:19]([OH:21])=O)[CH2:13][C:14]1[S:15][CH:16]=[CH:17][CH:18]=1)=[O:10])[C:2]1[CH:7]=[CH:6][CH:5]=[CH:4][CH:3]=1.C(OC(N[C@H](C(O)=O)CC1SC=CC=1)=O)C1C=CC=CC=1.CN1CCOCC1.C(OC(Cl)=O)C(C)C.[C:58]([NH2:62])([CH3:61])([CH3:60])[CH3:59]. Product: [C:58]([NH:62][C:19](=[O:21])[C@H:12]([CH2:13][C:14]1[S:15][CH:16]=[CH:17][CH:18]=1)[NH:11][C:9]([O:8][CH2:1][C:2]1[CH:3]=[CH:4][CH:5]=[CH:6][CH:7]=1)=[O:10])([CH3:61])([CH3:60])[CH3:59]. The catalyst class is: 1. (4) The catalyst class is: 95. Product: [F:11][C:12]([F:22])([F:23])[O:13][C:14]1[CH:21]=[CH:20][C:17]([CH2:18][O:10][C:7]2[CH:8]=[CH:9][C:4]([C:2](=[O:3])[CH3:1])=[CH:5][CH:6]=2)=[CH:16][CH:15]=1. Reactant: [CH3:1][C:2]([C:4]1[CH:5]=[CH:6][C:7]([OH:10])=[CH:8][CH:9]=1)=[O:3].[F:11][C:12]([F:23])([F:22])[O:13][C:14]1[CH:21]=[CH:20][C:17]([CH2:18]Br)=[CH:16][CH:15]=1.C(=O)([O-])[O-].[K+].[K+]. (5) Reactant: [Br:1][C:2]1[CH:3]=[CH:4][C:5]([Cl:12])=[C:6]([S:8](Cl)(=[O:10])=[O:9])[CH:7]=1.[CH3:13][O:14][C:15]1[CH:20]=[CH:19][CH:18]=[CH:17][C:16]=1[CH2:21][CH2:22][NH2:23].CCN(C(C)C)C(C)C.Cl. Product: [Br:1][C:2]1[CH:3]=[CH:4][C:5]([Cl:12])=[C:6]([S:8]([NH:23][CH2:22][CH2:21][C:16]2[CH:17]=[CH:18][CH:19]=[CH:20][C:15]=2[O:14][CH3:13])(=[O:10])=[O:9])[CH:7]=1. The catalyst class is: 61. (6) Reactant: [F:1][C:2]1[CH:3]=[CH:4][C:5]([OH:28])=[C:6]([C:8]2[N:13]=[C:12]([N:14]3[C:18]([C:19]([F:22])([F:21])[F:20])=[C:17]([C:23]([O:25][CH2:26][CH3:27])=[O:24])[CH:16]=[N:15]3)[CH:11]=[CH:10][CH:9]=2)[CH:7]=1.[Cl:29]N1C(=O)CCC1=O. Product: [Cl:29][C:4]1[C:5]([OH:28])=[C:6]([C:8]2[N:13]=[C:12]([N:14]3[C:18]([C:19]([F:22])([F:21])[F:20])=[C:17]([C:23]([O:25][CH2:26][CH3:27])=[O:24])[CH:16]=[N:15]3)[CH:11]=[CH:10][CH:9]=2)[CH:7]=[C:2]([F:1])[CH:3]=1. The catalyst class is: 291. (7) Reactant: [NH2:1][C:2]1[CH:7]=[CH:6][CH:5]=[CH:4][CH:3]=1.C[Al](C)C.[I:12][C:13]1[CH:14]=[CH:15][C:16]2[N:17]([C:20]([C:28]3[CH:33]=[CH:32][CH:31]=[CH:30][N:29]=3)=[C:21]([C:23](OCC)=[O:24])[N:22]=2)[C:18]=1[CH3:19].[Cl-].[NH4+]. The catalyst class is: 11. Product: [I:12][C:13]1[CH:14]=[CH:15][C:16]2[N:17]([C:20]([C:28]3[CH:33]=[CH:32][CH:31]=[CH:30][N:29]=3)=[C:21]([C:23]([NH:1][C:2]3[CH:7]=[CH:6][CH:5]=[CH:4][CH:3]=3)=[O:24])[N:22]=2)[C:18]=1[CH3:19]. (8) Reactant: Cl.[Cl:2][CH2:3][C:4]1[N:5]([CH2:17][CH2:18][CH2:19][NH:20]C(=O)OC(C)(C)C)[C:6]2[C:15]3[N:14]=[CH:13][CH:12]=[CH:11][C:10]=3[N:9]=[CH:8][C:7]=2[N:16]=1. Product: [ClH:2].[Cl:2][CH2:3][C:4]1[N:5]([CH2:17][CH2:18][CH2:19][NH2:20])[C:6]2[C:15]3[N:14]=[CH:13][CH:12]=[CH:11][C:10]=3[N:9]=[CH:8][C:7]=2[N:16]=1. The catalyst class is: 5. (9) Reactant: Br[C:2]1[C:10]2[C:9]([C:11]#[N:12])=[CH:8][N:7]=[C:6]([O:13][CH3:14])[C:5]=2[N:4]([CH2:15][O:16][CH2:17][CH2:18][Si:19]([CH3:22])([CH3:21])[CH3:20])[CH:3]=1.[CH3:23][C:24]1[CH:29]=[CH:28][CH:27]=[CH:26][C:25]=1B(O)O.C(=O)([O-])[O-].[Na+].[Na+]. Product: [CH3:14][O:13][C:6]1[C:5]2[N:4]([CH2:15][O:16][CH2:17][CH2:18][Si:19]([CH3:22])([CH3:21])[CH3:20])[CH:3]=[C:2]([C:25]3[CH:26]=[CH:27][CH:28]=[CH:29][C:24]=3[CH3:23])[C:10]=2[C:9]([C:11]#[N:12])=[CH:8][N:7]=1. The catalyst class is: 101.